Dataset: Forward reaction prediction with 1.9M reactions from USPTO patents (1976-2016). Task: Predict the product of the given reaction. The product is: [Cl:21][C:14]1[N:13]=[C:12]2[C:17]([N:18]=[CH:19][N:11]2[C@@H:9]2[CH2:10][C@H:6]([N:27]3[N:28]=[N:29][C:25]([CH2:23][CH3:24])=[N:26]3)[CH:7]=[CH:8]2)=[C:16]([Cl:20])[N:15]=1. Given the reactants C(OC(=O)O[C@H:6]1[CH2:10][C@@H:9]([N:11]2[CH:19]=[N:18][C:17]3[C:12]2=[N:13][C:14]([Cl:21])=[N:15][C:16]=3[Cl:20])[CH:8]=[CH:7]1)C.[CH2:23]([C:25]1[N:26]=[N:27][NH:28][N:29]=1)[CH3:24].C1(P(C2C=CC=CC=2)C2C=CC=CC=2)C=CC=CC=1, predict the reaction product.